Dataset: Catalyst prediction with 721,799 reactions and 888 catalyst types from USPTO. Task: Predict which catalyst facilitates the given reaction. Reactant: [CH3:1][N:2]1[C:7](=[O:8])[CH:6]=[C:5]([N:9]2[CH2:14][CH2:13][O:12][CH2:11][CH2:10]2)[N:4]=[C:3]1[CH2:15][C:16]([O-:18])=O.[Na+].[CH3:20][O:21][C:22]1[CH:30]=[CH:29][CH:28]=[C:27]2[C:23]=1[CH2:24][CH2:25][NH:26]2.Cl.CN(C)CCCN=C=NCC. Product: [CH3:20][O:21][C:22]1[CH:30]=[CH:29][CH:28]=[C:27]2[C:23]=1[CH2:24][CH2:25][N:26]2[C:16](=[O:18])[CH2:15][C:3]1[N:2]([CH3:1])[C:7](=[O:8])[CH:6]=[C:5]([N:9]2[CH2:10][CH2:11][O:12][CH2:13][CH2:14]2)[N:4]=1. The catalyst class is: 672.